Dataset: Forward reaction prediction with 1.9M reactions from USPTO patents (1976-2016). Task: Predict the product of the given reaction. (1) The product is: [C:38]([O:37][C:35]([N:27]([C:28]([O:30][C:31]([CH3:32])([CH3:33])[CH3:34])=[O:29])[CH2:2][CH2:3][C:4]([NH:7][C:8]1[CH:9]=[C:10]([CH:21]=[CH:22][C:23]=1[N+:24]([O-:26])=[O:25])[C:11]([O:13][CH2:14][C:15]1[CH:16]=[CH:17][CH:18]=[CH:19][CH:20]=1)=[O:12])([CH3:6])[CH3:5])=[O:36])([CH3:41])([CH3:40])[CH3:39]. Given the reactants O[CH2:2][CH2:3][C:4]([NH:7][C:8]1[CH:9]=[C:10]([CH:21]=[CH:22][C:23]=1[N+:24]([O-:26])=[O:25])[C:11]([O:13][CH2:14][C:15]1[CH:20]=[CH:19][CH:18]=[CH:17][CH:16]=1)=[O:12])([CH3:6])[CH3:5].[NH:27]([C:35]([O:37][C:38]([CH3:41])([CH3:40])[CH3:39])=[O:36])[C:28]([O:30][C:31]([CH3:34])([CH3:33])[CH3:32])=[O:29].C1(P(C2C=CC=CC=2)C2C=CC=CC=2)C=CC=CC=1.N(C(OC(C)C)=O)=NC(OC(C)C)=O, predict the reaction product. (2) Given the reactants O.O=[C:3]1[NH:8][N:7]=[C:6]([C:9]([OH:11])=O)[CH:5]=[CH:4]1.C(Cl)(Cl)Cl.S(Cl)([Cl:18])=O.[CH:20]1([CH2:24][CH2:25][NH2:26])[CH2:23][CH2:22][CH2:21]1, predict the reaction product. The product is: [CH:20]1([CH2:24][CH2:25][NH:26][C:9]([C:6]2[N:7]=[N:8][C:3]([Cl:18])=[CH:4][CH:5]=2)=[O:11])[CH2:23][CH2:22][CH2:21]1. (3) Given the reactants [B-](F)(F)(F)F.CCN([S+](F)[F:12])CC.[CH:14]1([CH:20](O)[CH2:21][CH:22]2[C:30]3[C:25](=[CH:26][CH:27]=[CH:28][CH:29]=3)[C:24]3=[CH:31][N:32]=[CH:33][N:23]23)[CH2:19][CH2:18][CH2:17][CH2:16][CH2:15]1.C(N(CC)CC)C.[H][H], predict the reaction product. The product is: [F:12][C:14]1([CH2:20][CH2:21][CH:22]2[C:30]3[C:25](=[CH:26][CH:27]=[CH:28][CH:29]=3)[C:24]3=[CH:31][N:32]=[CH:33][N:23]23)[CH2:19][CH2:18][CH2:17][CH2:16][CH2:15]1. (4) Given the reactants [CH2:1]1[CH:8]2[NH:9][CH:3]([CH2:4][C:5]([CH2:7]2)=[O:6])[CH2:2]1.[CH3:10][C:11]([O:14][C:15](O[C:15]([O:14][C:11]([CH3:13])([CH3:12])[CH3:10])=[O:16])=[O:16])([CH3:13])[CH3:12].CCN(CC)CC, predict the reaction product. The product is: [O:6]=[C:5]1[CH2:4][CH:3]2[N:9]([C:15]([O:14][C:11]([CH3:13])([CH3:12])[CH3:10])=[O:16])[CH:8]([CH2:1][CH2:2]2)[CH2:7]1. (5) The product is: [Br:10][CH2:17][CH2:16][CH2:15][CH:14]([C:18]([F:20])([F:19])[F:21])[CH2:13][C:12]([F:11])([C:22]([F:24])([F:25])[F:23])[C:26]([F:27])([F:28])[F:29]. Given the reactants N[C@H](C(O)=O)C(S)(C)C.[BrH:10].[F:11][C:12]([C:26]([F:29])([F:28])[F:27])([C:22]([F:25])([F:24])[F:23])[CH2:13][CH:14]([C:18]([F:21])([F:20])[F:19])[CH2:15][CH:16]=[CH2:17], predict the reaction product. (6) Given the reactants [C:9](O)(=O)[CH2:10][CH2:11][CH2:12][CH2:13][CH2:14]CC[CH2:9][CH2:10][CH2:11][CH2:12][CH2:13][CH3:14].[C:17]([N:20]1[C:29]2[C:24](=[CH:25][C:26]([Br:30])=[CH:27][CH:28]=2)[C@H:23]([NH2:31])[CH2:22][C@@H:21]1[CH2:32][CH3:33])(=[O:19])[CH3:18].C1(B(O)O)C=CC=CC=1.N1C(C)=CC=CC=1C, predict the reaction product. The product is: [C:17]([N:20]1[C:29]2[C:24](=[CH:25][C:26]([Br:30])=[CH:27][CH:28]=2)[C@H:23]([NH:31][C:9]2[CH:10]=[CH:11][CH:12]=[CH:13][CH:14]=2)[CH2:22][C@@H:21]1[CH2:32][CH3:33])(=[O:19])[CH3:18]. (7) Given the reactants C(OC(=O)[NH:10][CH2:11][C@H:12]1[CH2:17][CH2:16][C@@H:15]([NH:18][C:19]2[CH:28]=[C:27]([N:29]([CH3:31])[CH3:30])[C:26]3[C:21](=[CH:22][CH:23]=[CH:24][CH:25]=3)[N:20]=2)[CH2:14][CH2:13]1)C1C=CC=CC=1, predict the reaction product. The product is: [NH2:10][CH2:11][C@@H:12]1[CH2:13][CH2:14][C@H:15]([NH:18][C:19]2[CH:28]=[C:27]([N:29]([CH3:31])[CH3:30])[C:26]3[C:21](=[CH:22][CH:23]=[CH:24][CH:25]=3)[N:20]=2)[CH2:16][CH2:17]1.